Dataset: NCI-60 drug combinations with 297,098 pairs across 59 cell lines. Task: Regression. Given two drug SMILES strings and cell line genomic features, predict the synergy score measuring deviation from expected non-interaction effect. (1) Drug 1: C1CCC(C1)C(CC#N)N2C=C(C=N2)C3=C4C=CNC4=NC=N3. Drug 2: C1=CN(C=N1)CC(O)(P(=O)(O)O)P(=O)(O)O. Cell line: UACC-257. Synergy scores: CSS=2.66, Synergy_ZIP=1.28, Synergy_Bliss=4.94, Synergy_Loewe=3.07, Synergy_HSA=2.33. (2) Drug 1: C1=NC(=NC(=O)N1C2C(C(C(O2)CO)O)O)N. Drug 2: C1=NNC2=C1C(=O)NC=N2. Cell line: A498. Synergy scores: CSS=10.3, Synergy_ZIP=-2.56, Synergy_Bliss=1.83, Synergy_Loewe=-1.97, Synergy_HSA=1.43. (3) Drug 1: C1CCC(C1)C(CC#N)N2C=C(C=N2)C3=C4C=CNC4=NC=N3. Drug 2: CC(C)CN1C=NC2=C1C3=CC=CC=C3N=C2N. Cell line: OVCAR3. Synergy scores: CSS=1.05, Synergy_ZIP=3.78, Synergy_Bliss=5.16, Synergy_Loewe=-1.80, Synergy_HSA=0.00156. (4) Drug 1: C1=NC(=NC(=O)N1C2C(C(C(O2)CO)O)O)N. Drug 2: B(C(CC(C)C)NC(=O)C(CC1=CC=CC=C1)NC(=O)C2=NC=CN=C2)(O)O. Cell line: RXF 393. Synergy scores: CSS=9.67, Synergy_ZIP=-8.36, Synergy_Bliss=-15.8, Synergy_Loewe=-65.3, Synergy_HSA=-16.8. (5) Drug 1: CC1=CC=C(C=C1)C2=CC(=NN2C3=CC=C(C=C3)S(=O)(=O)N)C(F)(F)F. Drug 2: CC1C(C(CC(O1)OC2CC(CC3=C2C(=C4C(=C3O)C(=O)C5=C(C4=O)C(=CC=C5)OC)O)(C(=O)CO)O)N)O.Cl. Cell line: NCI-H322M. Synergy scores: CSS=24.3, Synergy_ZIP=-1.08, Synergy_Bliss=1.68, Synergy_Loewe=-9.57, Synergy_HSA=1.62. (6) Drug 1: CNC(=O)C1=NC=CC(=C1)OC2=CC=C(C=C2)NC(=O)NC3=CC(=C(C=C3)Cl)C(F)(F)F. Drug 2: C(CC(=O)O)C(=O)CN.Cl. Cell line: NCI-H460. Synergy scores: CSS=9.65, Synergy_ZIP=-0.904, Synergy_Bliss=-1.55, Synergy_Loewe=-5.34, Synergy_HSA=-3.72. (7) Drug 1: COC1=NC(=NC2=C1N=CN2C3C(C(C(O3)CO)O)O)N. Drug 2: CC1C(C(CC(O1)OC2CC(CC3=C2C(=C4C(=C3O)C(=O)C5=C(C4=O)C(=CC=C5)OC)O)(C(=O)CO)O)N)O.Cl. Cell line: T-47D. Synergy scores: CSS=39.1, Synergy_ZIP=0.0261, Synergy_Bliss=-1.04, Synergy_Loewe=-36.3, Synergy_HSA=-0.151. (8) Drug 2: C(CCl)NC(=O)N(CCCl)N=O. Synergy scores: CSS=7.45, Synergy_ZIP=0.522, Synergy_Bliss=2.97, Synergy_Loewe=3.09, Synergy_HSA=1.83. Cell line: T-47D. Drug 1: CC(C)CN1C=NC2=C1C3=CC=CC=C3N=C2N. (9) Drug 1: CC1C(C(=O)NC(C(=O)N2CCCC2C(=O)N(CC(=O)N(C(C(=O)O1)C(C)C)C)C)C(C)C)NC(=O)C3=C4C(=C(C=C3)C)OC5=C(C(=O)C(=C(C5=N4)C(=O)NC6C(OC(=O)C(N(C(=O)CN(C(=O)C7CCCN7C(=O)C(NC6=O)C(C)C)C)C)C(C)C)C)N)C. Drug 2: CCN(CC)CCCC(C)NC1=C2C=C(C=CC2=NC3=C1C=CC(=C3)Cl)OC. Cell line: A498. Synergy scores: CSS=11.9, Synergy_ZIP=-1.37, Synergy_Bliss=3.90, Synergy_Loewe=0.0917, Synergy_HSA=-0.243. (10) Drug 1: CC1OCC2C(O1)C(C(C(O2)OC3C4COC(=O)C4C(C5=CC6=C(C=C35)OCO6)C7=CC(=C(C(=C7)OC)O)OC)O)O. Drug 2: COC1=NC(=NC2=C1N=CN2C3C(C(C(O3)CO)O)O)N. Cell line: SR. Synergy scores: CSS=45.2, Synergy_ZIP=5.81, Synergy_Bliss=4.06, Synergy_Loewe=-21.3, Synergy_HSA=3.10.